This data is from Full USPTO retrosynthesis dataset with 1.9M reactions from patents (1976-2016). The task is: Predict the reactants needed to synthesize the given product. (1) Given the product [C:1]([C:3]1[CH:39]=[CH:38][C:6]2[N:7]([CH2:30][O:31][CH2:32][CH2:33][Si:34]([CH3:36])([CH3:37])[CH3:35])[C:8]([CH:10]([C:11]3[C:19]([O:20][CH3:21])=[CH:18][C:17]([CH3:22])=[C:16]4[C:12]=3[CH:13]=[CH:14][N:15]4[C:23]([O:25][C:26]([CH3:27])([CH3:28])[CH3:29])=[O:24])[CH:90]([CH3:95])[C:91]([O:93][CH3:94])=[O:92])=[N:9][C:5]=2[CH:4]=1)#[N:2].[C:40]([C:42]1[CH:43]=[CH:44][C:45]2[N:49]=[C:48]([CH:50]([C:51]3[C:59]([O:60][CH3:61])=[CH:58][C:57]([CH3:62])=[C:56]4[C:52]=3[CH:53]=[CH:54][N:55]4[C:63]([O:65][C:66]([CH3:67])([CH3:68])[CH3:69])=[O:64])[CH:90]([CH3:95])[C:91]([O:93][CH3:94])=[O:92])[N:47]([CH2:70][O:71][CH2:72][CH2:73][Si:74]([CH3:76])([CH3:77])[CH3:75])[C:46]=2[CH:78]=1)#[N:41], predict the reactants needed to synthesize it. The reactants are: [C:1]([C:3]1[CH:39]=[CH:38][C:6]2[N:7]([CH2:30][O:31][CH2:32][CH2:33][Si:34]([CH3:37])([CH3:36])[CH3:35])[C:8]([CH2:10][C:11]3[C:19]([O:20][CH3:21])=[CH:18][C:17]([CH3:22])=[C:16]4[C:12]=3[CH:13]=[CH:14][N:15]4[C:23]([O:25][C:26]([CH3:29])([CH3:28])[CH3:27])=[O:24])=[N:9][C:5]=2[CH:4]=1)#[N:2].[C:40]([C:42]1[CH:43]=[CH:44][C:45]2[N:49]=[C:48]([CH2:50][C:51]3[C:59]([O:60][CH3:61])=[CH:58][C:57]([CH3:62])=[C:56]4[C:52]=3[CH:53]=[CH:54][N:55]4[C:63]([O:65][C:66]([CH3:69])([CH3:68])[CH3:67])=[O:64])[N:47]([CH2:70][O:71][CH2:72][CH2:73][Si:74]([CH3:77])([CH3:76])[CH3:75])[C:46]=2[CH:78]=1)#[N:41].[Li+].C[Si]([N-][Si](C)(C)C)(C)C.Br[CH:90]([CH3:95])[C:91]([O:93][CH3:94])=[O:92].C([O-])(O)=O.[Na+]. (2) Given the product [F:28][C:29]1[CH:40]=[CH:39][C:32]([C:33]([C:2]2[CH:3]=[N:4][CH:5]=[C:6]([C@@H:8]3[CH2:12][CH2:11][CH2:10][N:9]3[C@@H:13]([C:15]3[CH:20]=[CH:19][C:18]([O:21][CH3:22])=[CH:17][CH:16]=3)[CH3:14])[CH:7]=2)=[O:34])=[CH:31][CH:30]=1, predict the reactants needed to synthesize it. The reactants are: Br[C:2]1[CH:3]=[N:4][CH:5]=[C:6]([C@@H:8]2[CH2:12][CH2:11][CH2:10][N:9]2[C@@H:13]([C:15]2[CH:20]=[CH:19][C:18]([O:21][CH3:22])=[CH:17][CH:16]=2)[CH3:14])[CH:7]=1.C([Li])CCC.[F:28][C:29]1[CH:40]=[CH:39][C:32]([C:33](N(OC)C)=[O:34])=[CH:31][CH:30]=1.